This data is from Peptide-MHC class II binding affinity with 134,281 pairs from IEDB. The task is: Regression. Given a peptide amino acid sequence and an MHC pseudo amino acid sequence, predict their binding affinity value. This is MHC class II binding data. (1) The peptide sequence is AAATAGTTVYGAFHA. The MHC is HLA-DQA10501-DQB10301 with pseudo-sequence HLA-DQA10501-DQB10301. The binding affinity (normalized) is 0.608. (2) The peptide sequence is ANMWSLMYFHKRDMR. The MHC is HLA-DQA10601-DQB10402 with pseudo-sequence HLA-DQA10601-DQB10402. The binding affinity (normalized) is 0.487.